This data is from Catalyst prediction with 721,799 reactions and 888 catalyst types from USPTO. The task is: Predict which catalyst facilitates the given reaction. (1) Reactant: [Cl:1][C:2]1[C:3]([O:33]C)=[C:4]2[C:9](=[CH:10][C:11]=1[CH3:12])[CH:8]([NH:13][C:14]1[CH:23]=[CH:22][C:21]([F:24])=[C:20]3[C:15]=1[CH:16]=[N:17][C:18]([CH3:25])=[N:19]3)[C:7]([C:27]([F:30])([F:29])[F:28])([OH:26])[CH2:6][C:5]2([CH3:32])[CH3:31].B(Br)(Br)Br.C(=O)(O)[O-].[Na+]. Product: [Cl:1][C:2]1[C:11]([CH3:12])=[CH:10][C:9]2[CH:8]([NH:13][C:14]3[CH:23]=[CH:22][C:21]([F:24])=[C:20]4[C:15]=3[CH:16]=[N:17][C:18]([CH3:25])=[N:19]4)[C:7]([C:27]([F:28])([F:29])[F:30])([OH:26])[CH2:6][C:5]([CH3:31])([CH3:32])[C:4]=2[C:3]=1[OH:33]. The catalyst class is: 96. (2) Reactant: [CH:1]([NH2:4])([CH3:3])[CH3:2].CCN([CH2:10][CH3:11])CC.[P:12](Cl)([C:19]1[CH:24]=[CH:23][CH:22]=[CH:21][CH:20]=1)[C:13]1[CH:18]=[CH:17][CH:16]=[CH:15][CH:14]=1. Product: [P:12]([N:4]([P:12]([C:11]1[CH:10]=[CH:24][CH:19]=[CH:20][CH:21]=1)[C:13]1[CH:18]=[CH:17][CH:16]=[CH:15][CH:14]=1)[CH:1]([CH3:3])[CH3:2])([C:19]1[CH:24]=[CH:23][CH:22]=[CH:21][CH:20]=1)[C:13]1[CH:18]=[CH:17][CH:16]=[CH:15][CH:14]=1. The catalyst class is: 2.